The task is: Predict which catalyst facilitates the given reaction.. This data is from Catalyst prediction with 721,799 reactions and 888 catalyst types from USPTO. Reactant: FC1C=CC([NH:8][C:9](=[O:17])[C:10]2[CH:15]=[CH:14][C:13](Cl)=[N:12][CH:11]=2)=CC=1.Br.BrCC1C=CC=CN=1.[OH-].[Na+].[OH-].C([N+](CCCC)(CCCC)CCCC)CCC. Product: [C:9]([NH2:8])(=[O:17])[C:10]1[CH:15]=[CH:14][CH:13]=[N:12][CH:11]=1. The catalyst class is: 11.